From a dataset of CYP3A4 inhibition data for predicting drug metabolism from PubChem BioAssay. Regression/Classification. Given a drug SMILES string, predict its absorption, distribution, metabolism, or excretion properties. Task type varies by dataset: regression for continuous measurements (e.g., permeability, clearance, half-life) or binary classification for categorical outcomes (e.g., BBB penetration, CYP inhibition). Dataset: cyp3a4_veith. The drug is COCCn1c(=O)c(CCc2ccccc2)nc2cnc(N(C)C)nc21. The result is 1 (inhibitor).